This data is from Reaction yield outcomes from USPTO patents with 853,638 reactions. The task is: Predict the reaction yield, written as a fraction of the theoretical maximum amount of product (1.0 means a 100% yield; for example, 0.34 means a 34% yield). (1) The reactants are [Cl:1][C:2]1[CH:7]=[C:6]2[CH2:8][O:9][C:10]3[CH:33]=[C:32]4[C:13]([CH2:14][CH2:15][C:16]5[N:20]=[C:19]([C@@H:21]6[CH2:25][C@H:24]([O:26][CH2:27][CH3:28])[CH2:23][N:22]6[C:29]([O-:31])=[O:30])[NH:18][C:17]=54)=[CH:12][C:11]=3[C:5]2=[CH:4][CH:3]=1. The catalyst is C(Cl)Cl.O=[Mn]=O. The product is [Cl:1][C:2]1[CH:7]=[C:6]2[CH2:8][O:9][C:10]3[CH:33]=[C:32]4[C:13]([CH:14]=[CH:15][C:16]5[N:20]=[C:19]([C@@H:21]6[CH2:25][C@H:24]([O:26][CH2:27][CH3:28])[CH2:23][N:22]6[C:29]([O:31][C:5]([CH3:11])([CH3:6])[CH3:4])=[O:30])[NH:18][C:17]=54)=[CH:12][C:11]=3[C:5]2=[CH:4][CH:3]=1. The yield is 0.720. (2) The reactants are [O:1]1[C:5]2([CH2:10][CH2:9][CH:8]([NH:11][NH2:12])[CH2:7][CH2:6]2)[O:4][CH2:3][CH2:2]1.C(N(CC)CC)C.C(O)C.[Cl:23][C:24]1[N:29]=[C:28](Cl)[C:27]([CH:31]=O)=[C:26]([Cl:33])[N:25]=1. The catalyst is O. The product is [Cl:33][C:26]1[N:25]=[C:24]([Cl:23])[N:29]=[C:28]2[N:11]([CH:8]3[CH2:9][CH2:10][C:5]4([O:4][CH2:3][CH2:2][O:1]4)[CH2:6][CH2:7]3)[N:12]=[CH:31][C:27]=12. The yield is 0.708. (3) The reactants are Cl.[F:2][C:3]([F:29])([F:28])[C:4]1[CH:5]=[C:6]([CH:21]=[C:22]([C:24]([F:27])([F:26])[F:25])[CH:23]=1)[CH2:7][O:8][C@H:9]1[CH2:14][CH2:13][NH:12][CH2:11][C@H:10]1[C:15]1[CH:20]=[CH:19][CH:18]=[CH:17][CH:16]=1.[C:30](Cl)(=[O:32])[CH3:31].O. The catalyst is C1COCC1.CCN(CC)CC. The product is [C:30]([N:12]1[CH2:13][CH2:14][C@H:9]([O:8][CH2:7][C:6]2[CH:21]=[C:22]([C:24]([F:27])([F:25])[F:26])[CH:23]=[C:4]([C:3]([F:2])([F:28])[F:29])[CH:5]=2)[C@H:10]([C:15]2[CH:16]=[CH:17][CH:18]=[CH:19][CH:20]=2)[CH2:11]1)(=[O:32])[CH3:31]. The yield is 0.660. (4) The reactants are [Li]CCCC.Br[C:7]1[CH:12]=[CH:11][C:10]([C:13]2[CH:18]=[CH:17][C:16]([Si:19]([CH3:22])([CH3:21])[CH3:20])=[C:15]([F:23])[C:14]=2[F:24])=[C:9]([F:25])[CH:8]=1.[I:26]CCI.O. The catalyst is C1COCC1.C(OC)(C)(C)C. The product is [CH3:20][Si:19]([CH3:22])([CH3:21])[C:16]1[CH:17]=[CH:18][C:13]([C:10]2[CH:11]=[CH:12][C:7]([I:26])=[CH:8][C:9]=2[F:25])=[C:14]([F:24])[C:15]=1[F:23]. The yield is 0.840. (5) The reactants are [F:1][C:2]([C:5]1[CH:6]=[C:7]2[C:12](=[CH:13][CH:14]=1)[O:11][CH:10]([C:15]([F:18])([F:17])[F:16])[C:9]([C:19]([O:21]CC)=[O:20])=[CH:8]2)([F:4])[CH3:3].C1COCC1.CCO.O.[OH-].[Na+]. The catalyst is O. The product is [F:1][C:2]([C:5]1[CH:6]=[C:7]2[C:12](=[CH:13][CH:14]=1)[O:11][CH:10]([C:15]([F:16])([F:17])[F:18])[C:9]([C:19]([OH:21])=[O:20])=[CH:8]2)([F:4])[CH3:3]. The yield is 0.450. (6) The reactants are [Cl:1][C:2]1[C:3]([C:34]2[C:42]3[C:37](=[CH:38][CH:39]=[CH:40][CH:41]=3)[N:36](S(C3C=CC=CC=3)(=O)=O)[CH:35]=2)=[N:4][C:5]([NH:8][C:9]2[CH:10]=[C:11]([NH:15][S:16]([C:19]3[CH:24]=[CH:23][C:22]([NH:25][C:26](=[O:33])/[CH:27]=[CH:28]/[CH2:29][N:30]([CH3:32])[CH3:31])=[CH:21][CH:20]=3)(=[O:18])=[O:17])[CH:12]=[CH:13][CH:14]=2)=[N:6][CH:7]=1.[OH-].[Na+]. The catalyst is O1CCOCC1.CCOC(C)=O.CCO. The product is [Cl:1][C:2]1[C:3]([C:34]2[C:42]3[C:37](=[CH:38][CH:39]=[CH:40][CH:41]=3)[NH:36][CH:35]=2)=[N:4][C:5]([NH:8][C:9]2[CH:10]=[C:11]([NH:15][S:16]([C:19]3[CH:24]=[CH:23][C:22]([NH:25][C:26](=[O:33])/[CH:27]=[CH:28]/[CH2:29][N:30]([CH3:32])[CH3:31])=[CH:21][CH:20]=3)(=[O:18])=[O:17])[CH:12]=[CH:13][CH:14]=2)=[N:6][CH:7]=1. The yield is 0.0700.